Dataset: Reaction yield outcomes from USPTO patents with 853,638 reactions. Task: Predict the reaction yield, written as a fraction of the theoretical maximum amount of product (1.0 means a 100% yield; for example, 0.34 means a 34% yield). (1) The reactants are Br[CH2:2][CH2:3][O:4][C:5]1[CH:14]=[C:13]2[C:8]([C:9]([O:15][C:16]3[CH:21]=[CH:20][C:19]([NH:22][C:23]([NH:25][CH2:26][CH2:27][CH3:28])=[O:24])=[C:18]([Cl:29])[CH:17]=3)=[CH:10][CH:11]=[N:12]2)=[CH:7][C:6]=1[O:30][CH3:31].C(=O)([O-])[O-].[K+].[K+].[CH3:38][N:39]1[CH2:44][CH2:43][NH:42][CH2:41][CH2:40]1.O. The catalyst is CN(C)C=O. The product is [Cl:29][C:18]1[CH:17]=[C:16]([O:15][C:9]2[C:8]3[C:13](=[CH:14][C:5]([O:4][CH2:3][CH2:2][N:42]4[CH2:43][CH2:44][N:39]([CH3:38])[CH2:40][CH2:41]4)=[C:6]([O:30][CH3:31])[CH:7]=3)[N:12]=[CH:11][CH:10]=2)[CH:21]=[CH:20][C:19]=1[NH:22][C:23]([NH:25][CH2:26][CH2:27][CH3:28])=[O:24]. The yield is 1.00. (2) The reactants are [CH3:1][N:2]([CH3:20])[CH2:3][CH2:4][CH2:5][O:6][C:7]1[CH:12]=[CH:11][C:10]([NH2:13])=[CH:9][C:8]=1[C:14]1[N:15]([CH3:19])[N:16]=[CH:17][CH:18]=1.[F:21][C:22]1[CH:27]=[CH:26][C:25]([N:28]=[C:29]=[O:30])=[CH:24][CH:23]=1. The catalyst is C(Cl)Cl. The product is [CH3:20][N:2]([CH3:1])[CH2:3][CH2:4][CH2:5][O:6][C:7]1[CH:12]=[CH:11][C:10]([NH:13][C:29]([NH:28][C:25]2[CH:26]=[CH:27][C:22]([F:21])=[CH:23][CH:24]=2)=[O:30])=[CH:9][C:8]=1[C:14]1[N:15]([CH3:19])[N:16]=[CH:17][CH:18]=1. The yield is 0.730.